Dataset: Peptide-MHC class I binding affinity with 185,985 pairs from IEDB/IMGT. Task: Regression. Given a peptide amino acid sequence and an MHC pseudo amino acid sequence, predict their binding affinity value. This is MHC class I binding data. (1) The peptide sequence is SLSAYIIRV. The MHC is HLA-B07:02 with pseudo-sequence HLA-B07:02. The binding affinity (normalized) is 0. (2) The peptide sequence is FTTNIWLKLR. The MHC is HLA-A33:01 with pseudo-sequence HLA-A33:01. The binding affinity (normalized) is 0.610. (3) The peptide sequence is NVGEQYQQL. The MHC is HLA-A24:02 with pseudo-sequence HLA-A24:02. The binding affinity (normalized) is 0. (4) The peptide sequence is WRRRWQQLLA. The MHC is Mamu-B08 with pseudo-sequence Mamu-B08. The binding affinity (normalized) is 0.432. (5) The peptide sequence is YTDKIAMSY. The MHC is HLA-A30:01 with pseudo-sequence HLA-A30:01. The binding affinity (normalized) is 0.0847. (6) The peptide sequence is RQKKISILV. The MHC is HLA-A30:01 with pseudo-sequence HLA-A30:01. The binding affinity (normalized) is 1.00.